This data is from Forward reaction prediction with 1.9M reactions from USPTO patents (1976-2016). The task is: Predict the product of the given reaction. Given the reactants [OH:1][C:2]1[CH:9]=[CH:8][C:5]([C:6]#[N:7])=[CH:4][C:3]=1I.[CH2:11]([CH:14]1[CH2:19][CH2:18][CH2:17][CH2:16][CH2:15]1)[C:12]#[CH:13], predict the reaction product. The product is: [CH:14]1([CH2:11][C:12]2[O:1][C:2]3[CH:9]=[CH:8][C:5]([CH2:6][NH2:7])=[CH:4][C:3]=3[CH:13]=2)[CH2:19][CH2:18][CH2:17][CH2:16][CH2:15]1.